The task is: Predict the reactants needed to synthesize the given product.. This data is from Full USPTO retrosynthesis dataset with 1.9M reactions from patents (1976-2016). (1) Given the product [CH3:20][O:21][C:22]([C@@H:24]1[CH2:28][C@H:27]([Br:38])[CH2:26][N:25]1[C:30]([O:32][C:33]([CH3:36])([CH3:35])[CH3:34])=[O:31])=[O:23], predict the reactants needed to synthesize it. The reactants are: C1(P(C2C=CC=CC=2)C2C=CC=CC=2)C=CC=CC=1.[CH3:20][O:21][C:22]([C@@H:24]1[CH2:28][C@@H:27](O)[CH2:26][N:25]1[C:30]([O:32][C:33]([CH3:36])([CH3:35])[CH3:34])=[O:31])=[O:23].C(Br)(Br)(Br)[Br:38].C(O)C. (2) The reactants are: [Cl:1][C:2]1[CH:10]=[C:9]([O:11][C@H:12]2[CH2:17][CH2:16][C@@H:15]([C:18]([O:20][CH2:21][CH3:22])=[O:19])[CH2:14][CH2:13]2)[CH:8]=[CH:7][C:3]=1[C:4]([OH:6])=O.Cl.C(N=C=NCCCN(C)C)C.O.O[N:37]1[C:41]2C=CC=C[C:40]=2[N:39]=N1.NCCNC(=O)OC(C)(C)C. Given the product [ClH:1].[NH2:37][CH2:41][CH2:40][NH:39][C:4]([C:3]1[CH:7]=[CH:8][C:9]([O:11][C@@H:12]2[CH2:13][CH2:14][C@H:15]([C:18]([O:20][CH2:21][CH3:22])=[O:19])[CH2:16][CH2:17]2)=[CH:10][C:2]=1[Cl:1])=[O:6], predict the reactants needed to synthesize it. (3) Given the product [C:1]([O:6][CH2:7][CH:8]1[O:10][CH2:9]1)(=[O:5])[C:2]([CH3:4])=[CH2:3].[C:11]([O:16][CH2:17][C:18]1[CH:19]=[CH:20][CH:21]=[CH:22][CH:23]=1)(=[O:15])[C:12]([CH3:14])=[CH2:13], predict the reactants needed to synthesize it. The reactants are: [C:1]([O:6][CH2:7][CH:8]1[O:10][CH2:9]1)(=[O:5])[C:2]([CH3:4])=[CH2:3].[C:11]([O:16][CH2:17][C:18]1[CH:23]=[CH:22][CH:21]=[CH:20][CH:19]=1)(=[O:15])[C:12]([CH3:14])=[CH2:13].C(C(C)=O)C(C)C.N(C(C)(CC)C([O-])=O)=NC(C)(CC)C([O-])=O. (4) Given the product [Cl:31][C:19]1[C:20]([C:22]2[C:30]3[C:25](=[CH:26][CH:27]=[CH:28][CH:29]=3)[NH:24][CH:23]=2)=[N:21][C:16]([NH:15][CH:12]2[CH2:13][CH2:14][N:9]([CH2:8][C:5]3[CH:6]=[CH:7][C:2]([NH:1][C:36](=[O:38])/[CH:35]=[CH:34]/[CH2:33][NH:40][CH3:39])=[CH:3][CH:4]=3)[CH2:10][CH2:11]2)=[N:17][CH:18]=1, predict the reactants needed to synthesize it. The reactants are: [NH2:1][C:2]1[CH:7]=[CH:6][C:5]([CH2:8][N:9]2[CH2:14][CH2:13][CH:12]([NH:15][C:16]3[N:21]=[C:20]([C:22]4[C:30]5[C:25](=[CH:26][CH:27]=[CH:28][CH:29]=5)[NH:24][CH:23]=4)[C:19]([Cl:31])=[CH:18][N:17]=3)[CH2:11][CH2:10]2)=[CH:4][CH:3]=1.Br[CH2:33]/[CH:34]=[CH:35]/[C:36]([OH:38])=O.[CH3:39][N:40](C(ON1N=NC2C=CC=NC1=2)=[N+](C)C)C.F[P-](F)(F)(F)(F)F.CCN(C(C)C)C(C)C.CN. (5) Given the product [F:1][C:2]1[CH:7]=[CH:6][C:5]([C:8]2[NH:40][C:37]3[C:38]([C:9]=2[CH2:10][CH2:11][CH2:12][N:13]2[CH2:18][CH2:17][CH:16]([C:19]4[CH:20]=[C:21]([NH:25][C:26](=[O:30])[CH:27]([CH3:29])[CH3:28])[CH:22]=[CH:23][CH:24]=4)[CH2:15][CH2:14]2)=[CH:39][C:34]([CH3:33])=[CH:35][CH:36]=3)=[CH:4][CH:3]=1, predict the reactants needed to synthesize it. The reactants are: [F:1][C:2]1[CH:7]=[CH:6][C:5]([C:8](=O)[CH2:9][CH2:10][CH2:11][CH2:12][N:13]2[CH2:18][CH2:17][CH:16]([C:19]3[CH:20]=[C:21]([NH:25][C:26](=[O:30])[CH:27]([CH3:29])[CH3:28])[CH:22]=[CH:23][CH:24]=3)[CH2:15][CH2:14]2)=[CH:4][CH:3]=1.Cl.[CH3:33][C:34]1[CH:39]=[CH:38][C:37]([NH:40]N)=[CH:36][CH:35]=1. (6) Given the product [NH2:1][C:4]1[CH:9]=[CH:8][C:7]([N:10]2[CH2:15][CH2:14][N:13]([C:16]([O:18][C:19]([CH3:22])([CH3:21])[CH3:20])=[O:17])[CH2:12][CH2:11]2)=[CH:6][CH:5]=1, predict the reactants needed to synthesize it. The reactants are: [N+:1]([C:4]1[CH:9]=[CH:8][C:7]([N:10]2[CH2:15][CH2:14][N:13]([C:16]([O:18][C:19]([CH3:22])([CH3:21])[CH3:20])=[O:17])[CH2:12][CH2:11]2)=[CH:6][CH:5]=1)([O-])=O.C(O)(=O)C. (7) Given the product [CH3:18][N:19]1[CH2:24][CH2:23][N:22]([C:2]2[C:11]3[CH2:10][CH2:9][C:8]4([CH2:16][CH2:15][CH2:14][CH2:13][CH2:12]4)[CH2:7][C:6]=3[N:5]=[C:4]([NH2:17])[N:3]=2)[CH2:21][CH2:20]1, predict the reactants needed to synthesize it. The reactants are: Cl[C:2]1[C:11]2[CH2:10][CH2:9][C:8]3([CH2:16][CH2:15][CH2:14][CH2:13][CH2:12]3)[CH2:7][C:6]=2[N:5]=[C:4]([NH2:17])[N:3]=1.[CH3:18][N:19]1[CH2:24][CH2:23][NH:22][CH2:21][CH2:20]1.